Dataset: Catalyst prediction with 721,799 reactions and 888 catalyst types from USPTO. Task: Predict which catalyst facilitates the given reaction. (1) Reactant: [CH2:1]([O:3][C:4](=[O:18])[CH:5](OCC)[CH2:6]C1C=CC(O)=C(C)C=1)[CH3:2].[CH3:19][O:20][C:21]1[CH:26]=[CH:25][C:24]([C:27]2[S:28][C:29]([CH3:35])=[C:30]([CH2:32][CH2:33][OH:34])[N:31]=2)=[CH:23][CH:22]=1.COC(=O)CC(=O)C(Br)C.CO[C:48]1[CH:56]=[CH:55][C:51]([C:52](N)=S)=[CH:50][CH:49]=1.C1(P(C2C=CC=CC=2)C2C=CC=CC=2)C=CC=CC=1.N(C(OCC)=O)=NC(OCC)=O. Product: [CH2:1]([O:3][C:4](=[O:18])[CH:5]([C:49]1[CH:48]=[CH:56][C:55]([O:34][CH2:33][CH2:32][C:30]2[N:31]=[C:27]([C:24]3[CH:23]=[CH:22][C:21]([O:20][CH3:19])=[CH:26][CH:25]=3)[S:28][C:29]=2[CH3:35])=[C:51]([CH3:52])[CH:50]=1)[CH3:6])[CH3:2]. The catalyst class is: 7. (2) Reactant: CCN=C=N[CH2:6][CH2:7][CH2:8]N(C)C.Cl.[Cl:13][C:14]1[CH:15]=[CH:16][C:17]2[NH:21][C:20](=[O:22])[N:19]([CH:23]([C:27]3[CH:32]=[CH:31][CH:30]=[CH:29][CH:28]=3)[C:24]([OH:26])=O)[C:18]=2[CH:33]=1.C1C=CC2N(O)N=NC=2C=1.[N:44]1[CH:49]=[CH:48][C:47]([N:50]2[CH2:55][CH2:54][NH:53][CH2:52][CH2:51]2)=[CH:46][CH:45]=1.[CH2:56](N(C(C)C)C(C)C)C.[C:65](=[O:68])([O-])[O-:66].[K+].[K+]. Product: [Cl:13][C:14]1[CH:15]=[CH:16][C:17]2[NH:21][C:20](=[O:22])[N:19]([CH:23]([C:27]3[CH:28]=[CH:29][CH:30]=[CH:31][CH:32]=3)[C:24]([N:53]3[CH2:52][CH2:51][N:50]([CH:47]4[CH2:48][CH2:49][N:44]([C:65]([O:66][C:7]([CH3:8])([CH3:56])[CH3:6])=[O:68])[CH2:45][CH2:46]4)[CH2:55][CH2:54]3)=[O:26])[C:18]=2[CH:33]=1. The catalyst class is: 4. (3) The catalyst class is: 19. Product: [NH2:1][C:4]1[CH:5]=[CH:6][C:7]([O:8][CH:9]2[CH2:14][CH2:13][N:12]([C:15]([O:17][C:18]([CH3:19])([CH3:20])[CH3:21])=[O:16])[CH2:11][CH2:10]2)=[CH:22][CH:23]=1. Reactant: [N+:1]([C:4]1[CH:23]=[CH:22][C:7]([O:8][CH:9]2[CH2:14][CH2:13][N:12]([C:15]([O:17][C:18]([CH3:21])([CH3:20])[CH3:19])=[O:16])[CH2:11][CH2:10]2)=[CH:6][CH:5]=1)([O-])=O. (4) Reactant: Cl.[CH2:2]([N:4]([CH2:8][CH3:9])[CH2:5][CH2:6][SH:7])[CH3:3].CO.[OH-].[Na+].Br[CH2:15][CH2:16][OH:17]. Product: [CH2:2]([N:4]([CH2:8][CH3:9])[CH2:5][CH2:6][S:7][CH2:15][CH2:16][OH:17])[CH3:3]. The catalyst class is: 6. (5) The catalyst class is: 4. Reactant: [O-:1]Cl.[Na+].[N+:4]([C:7]1[CH:8]=[CH:9][C:10]2[O:15][C@:14]([CH3:21])([CH:16]([O:19][CH3:20])[O:17][CH3:18])[CH:13]=[CH:12][C:11]=2[CH:22]=1)([O-:6])=[O:5]. Product: [N+:4]([C:7]1[CH:8]=[CH:9][C:10]2[O:15][C@:14]([CH3:21])([CH:16]([O:19][CH3:20])[O:17][CH3:18])[C@H:13]3[O:1][C@H:12]3[C:11]=2[CH:22]=1)([O-:6])=[O:5].